Predict the reaction yield, written as a fraction of the theoretical maximum amount of product (1.0 means a 100% yield; for example, 0.34 means a 34% yield). From a dataset of Reaction yield outcomes from USPTO patents with 853,638 reactions. (1) The reactants are [O:1]=[C:2]([NH:17][C@@H:18]1[CH2:22][CH2:21][N:20]([CH:23]2[CH2:28][CH2:27][NH:26][CH2:25][CH2:24]2)[CH2:19]1)[CH2:3][NH:4][C:5](=[O:16])[C:6]1[CH:11]=[CH:10][CH:9]=[C:8]([C:12]([F:15])([F:14])[F:13])[CH:7]=1.C([O-])([O-])=O.[K+].[K+].F[C:36]1[CH:43]=[CH:42][C:39]([C:40]#[N:41])=[CH:38][CH:37]=1.[NH4+].[OH-]. The catalyst is CS(C)=O.CCOC(C)=O.CO. The product is [C:40]([C:39]1[CH:42]=[CH:43][C:36]([N:26]2[CH2:25][CH2:24][CH:23]([N:20]3[CH2:21][CH2:22][C@@H:18]([NH:17][C:2](=[O:1])[CH2:3][NH:4][C:5](=[O:16])[C:6]4[CH:11]=[CH:10][CH:9]=[C:8]([C:12]([F:15])([F:14])[F:13])[CH:7]=4)[CH2:19]3)[CH2:28][CH2:27]2)=[CH:37][CH:38]=1)#[N:41]. The yield is 0.750. (2) The reactants are Cl[C:2]1[CH:11]=[CH:10][C:9]2[C:4](=[CH:5][CH:6]=[C:7]([N+:12]([O-:14])=[O:13])[CH:8]=2)[N:3]=1.[CH3:15][O:16][C:17]1[CH:18]=[CH:19][CH:20]=[C:21]2[C:25]=1[CH:24]([NH2:26])[CH2:23][CH2:22]2.C(N(C(C)C)C(C)C)C. The catalyst is CN1CCCC1=O. The product is [CH3:15][O:16][C:17]1[CH:18]=[CH:19][CH:20]=[C:21]2[C:25]=1[CH:24]([NH:26][C:2]1[CH:11]=[CH:10][C:9]3[C:4](=[CH:5][CH:6]=[C:7]([N+:12]([O-:14])=[O:13])[CH:8]=3)[N:3]=1)[CH2:23][CH2:22]2. The yield is 0.800. (3) The reactants are [CH3:1][O:2][CH2:3][CH2:4][O:5][CH2:6][CH2:7][O:8][CH2:9][CH2:10][C:11]1[CH:16]=[CH:15][C:14]([N+:17]([O-])=O)=[CH:13][CH:12]=1. The catalyst is C(O)C.[Pd]. The product is [CH3:1][O:2][CH2:3][CH2:4][O:5][CH2:6][CH2:7][O:8][CH2:9][CH2:10][C:11]1[CH:16]=[CH:15][C:14]([NH2:17])=[CH:13][CH:12]=1. The yield is 0.980.